Dataset: Forward reaction prediction with 1.9M reactions from USPTO patents (1976-2016). Task: Predict the product of the given reaction. (1) Given the reactants C[O:2][C:3](=[O:38])[C:4]1[CH:9]=[CH:8][C:7]([O:10][C:11]2[CH:16]=[CH:15][C:14]([CH:17]([CH3:36])[C:18]([OH:35])([C:23]3[CH:24]=[CH:25][C:26]4[O:31][CH2:30][C:29](=[O:32])[N:28]([CH3:33])[C:27]=4[CH:34]=3)[C:19]([F:22])([F:21])[F:20])=[C:13]([Cl:37])[CH:12]=2)=[N:6][CH:5]=1.[Li+].[OH-], predict the reaction product. The product is: [Cl:37][C:13]1[CH:12]=[C:11]([CH:16]=[CH:15][C:14]=1[CH:17]([CH3:36])[C:18]([OH:35])([C:23]1[CH:24]=[CH:25][C:26]2[O:31][CH2:30][C:29](=[O:32])[N:28]([CH3:33])[C:27]=2[CH:34]=1)[C:19]([F:20])([F:21])[F:22])[O:10][C:7]1[CH:8]=[CH:9][C:4]([C:3]([OH:38])=[O:2])=[CH:5][N:6]=1. (2) The product is: [NH2:12][C:10]1[S:11][C:7]([C:5]2[CH:4]=[CH:3][N:36]=[C:34]([NH:33][C:30]3[CH:29]=[CH:28][C:27]([S:24]([CH3:23])(=[O:25])=[O:26])=[CH:32][CH:31]=3)[N:35]=2)=[C:8]([CH3:17])[N:9]=1. Given the reactants CN(C)[CH:3]=[CH:4][C:5]([C:7]1[S:11][C:10]([N:12]=CN(C)C)=[N:9][C:8]=1[CH3:17])=O.[N+]([O-])(O)=O.[CH3:23][S:24]([C:27]1[CH:32]=[CH:31][C:30]([NH:33][C:34]([NH2:36])=[NH:35])=[CH:29][CH:28]=1)(=[O:26])=[O:25], predict the reaction product. (3) Given the reactants C[O:2][C:3](=[O:35])[C:4]1[C:9]([NH:10][C:11]2[C:12]3[CH:28]=[CH:27][C:26]([NH:29][CH2:30][CH2:31][N:32]([CH3:34])[CH3:33])=[N:25][C:13]=3[N:14]=[C:15]([C:17]3[CH:22]=[C:21]([Cl:23])[CH:20]=[CH:19][C:18]=3[F:24])[N:16]=2)=[CH:8][CH:7]=[N:6][CH:5]=1.[OH-].[Na+], predict the reaction product. The product is: [Cl:23][C:21]1[CH:20]=[CH:19][C:18]([F:24])=[C:17]([C:15]2[N:16]=[C:11]([NH:10][C:9]3[C:4]([C:3]([OH:35])=[O:2])=[CH:5][N:6]=[CH:7][CH:8]=3)[C:12]3[CH:28]=[CH:27][C:26]([NH:29][CH2:30][CH2:31][N:32]([CH3:34])[CH3:33])=[N:25][C:13]=3[N:14]=2)[CH:22]=1. (4) Given the reactants [CH3:1][C:2]1[CH:3]=[C:4]([CH:7]=[CH:8][C:9]=1[CH3:10])[CH2:5][NH2:6].[C:11](Cl)(Cl)=[O:12].CCN(C(C)C)C(C)C.[NH2:24][C:25]1[CH:34]=[CH:33][CH:32]=[C:31]2[C:26]=1[CH:27]=[C:28]([CH3:35])[N:29]=[CH:30]2, predict the reaction product. The product is: [CH3:1][C:2]1[CH:3]=[C:4]([CH:7]=[CH:8][C:9]=1[CH3:10])[CH2:5][NH:6][C:11]([NH:24][C:25]1[CH:34]=[CH:33][CH:32]=[C:31]2[C:26]=1[CH:27]=[C:28]([CH3:35])[N:29]=[CH:30]2)=[O:12]. (5) The product is: [ClH:1].[C:10]([CH2:9][C:4]1[CH:5]=[CH:6][CH:7]=[CH:8][C:3]=1[CH2:2][S:14][C:13](=[NH:12])[NH2:15])#[N:11]. Given the reactants [Cl:1][CH2:2][C:3]1[CH:8]=[CH:7][CH:6]=[CH:5][C:4]=1[CH2:9][C:10]#[N:11].[NH2:12][C:13]([NH2:15])=[S:14], predict the reaction product. (6) Given the reactants [N:1]1([C:10]2[CH:15]=[CH:14][C:13]([OH:16])=[CH:12][CH:11]=2)[C:5]2=[N:6][CH:7]=[N:8][CH:9]=[C:4]2[CH:3]=[N:2]1.[H-].[Na+].[S:19]1[C:23]2[CH:24]=[CH:25][CH:26]=[CH:27][C:22]=2[N:21]=[C:20]1[NH:28][C:29]([C:31]1[CH:32]=[CH:33][CH:34]=[C:35]2[C:40]=1[CH2:39][N:38]([C:41]1[S:42][C:43]([CH2:51][CH2:52][CH2:53]I)=[C:44]([C:46]([O:48]CC)=[O:47])[N:45]=1)[CH2:37][CH2:36]2)=[O:30].[OH-].[Na+], predict the reaction product. The product is: [N:1]1([C:10]2[CH:11]=[CH:12][C:13]([O:16][CH2:53][CH2:52][CH2:51][C:43]3[S:42][C:41]([N:38]4[CH2:37][CH2:36][C:35]5[C:40](=[C:31]([C:29](=[O:30])[NH:28][C:20]6[S:19][C:23]7[CH:24]=[CH:25][CH:26]=[CH:27][C:22]=7[N:21]=6)[CH:32]=[CH:33][CH:34]=5)[CH2:39]4)=[N:45][C:44]=3[C:46]([OH:48])=[O:47])=[CH:14][CH:15]=2)[C:5]2=[N:6][CH:7]=[N:8][CH:9]=[C:4]2[CH:3]=[N:2]1.